From a dataset of Full USPTO retrosynthesis dataset with 1.9M reactions from patents (1976-2016). Predict the reactants needed to synthesize the given product. (1) Given the product [Cl:37][C:35]1[CH:36]=[C:28]2[C:29](=[CH:33][CH:34]=1)[C:30](=[O:31])[N:5]([CH2:6][C:7]1[CH:8]=[CH:9][C:10]([S:13]([NH2:16])(=[O:14])=[O:15])=[CH:11][CH:12]=1)[C:4]([C:3](=[O:2])[CH2:17][CH2:18][CH3:19])=[C:20]2[C:21]1[CH:26]=[CH:25][CH:24]=[CH:23][CH:22]=1, predict the reactants needed to synthesize it. The reactants are: Cl.[OH:2][CH:3]([CH2:17][CH2:18][CH3:19])[CH2:4][NH:5][CH2:6][C:7]1[CH:12]=[CH:11][C:10]([S:13]([NH2:16])(=[O:15])=[O:14])=[CH:9][CH:8]=1.[C:20]([C:28]1[CH:36]=[C:35]([Cl:37])[CH:34]=[CH:33][C:29]=1[C:30](O)=[O:31])(=O)[C:21]1[CH:26]=[CH:25][CH:24]=[CH:23][CH:22]=1. (2) Given the product [C:33]([NH:1][C:2]1[CH:3]=[C:4]2[C:8](=[CH:9][CH:10]=1)[N:7]([CH2:11][C:12]1[CH:13]=[CH:14][C:15]([Cl:18])=[CH:16][CH:17]=1)[C:6]([CH3:19])=[C:5]2[C:20](=[O:32])[C:21]([NH:23][C:24]1[CH:29]=[CH:28][N:27]=[C:26]([O:30][CH3:31])[CH:25]=1)=[O:22])(=[O:35])[CH3:34], predict the reactants needed to synthesize it. The reactants are: [NH2:1][C:2]1[CH:3]=[C:4]2[C:8](=[CH:9][CH:10]=1)[N:7]([CH2:11][C:12]1[CH:17]=[CH:16][C:15]([Cl:18])=[CH:14][CH:13]=1)[C:6]([CH3:19])=[C:5]2[C:20](=[O:32])[C:21]([NH:23][C:24]1[CH:29]=[CH:28][N:27]=[C:26]([O:30][CH3:31])[CH:25]=1)=[O:22].[C:33](Cl)(=[O:35])[CH3:34].N1C=CC=CC=1. (3) The reactants are: C([O:8][C:9]1[CH:14]=[C:13](/[CH:15]=[CH:16]/[CH:17]2[CH2:26][C:25]3[C:20](=[CH:21][CH:22]=[CH:23][CH:24]=3)[CH2:19][NH:18]2)[CH:12]=[CH:11][C:10]=1[N:27]1[S:31](=[O:33])(=[O:32])[N:30](CC[Si](C)(C)C)[C:29](=[O:40])[CH2:28]1)C1C=CC=CC=1.[CH2:41]([S:48](Cl)(=[O:50])=[O:49])[C:42]1[CH:47]=[CH:46][CH:45]=[CH:44][CH:43]=1. Given the product [OH:8][C:9]1[CH:14]=[C:13]([CH2:15][CH2:16][CH:17]2[CH2:26][C:25]3[C:20](=[CH:21][CH:22]=[CH:23][CH:24]=3)[CH2:19][N:18]2[S:48]([CH2:41][C:42]2[CH:47]=[CH:46][CH:45]=[CH:44][CH:43]=2)(=[O:50])=[O:49])[CH:12]=[CH:11][C:10]=1[N:27]1[S:31](=[O:33])(=[O:32])[NH:30][C:29](=[O:40])[CH2:28]1, predict the reactants needed to synthesize it. (4) The reactants are: [Br:1][C:2]1[CH:7]=[C:6]([O:8]CC2C=CC=CC=2)[CH:5]=[C:4]([F:16])[CH:3]=1.CN(C)C1C=CC=CC=1.[Cl-].[Al+3].[Cl-].[Cl-]. Given the product [Br:1][C:2]1[CH:7]=[C:6]([OH:8])[CH:5]=[C:4]([F:16])[CH:3]=1, predict the reactants needed to synthesize it. (5) Given the product [CH3:1][O:2][C:3]1[C:16]([C:29](=[O:31])[CH3:30])=[CH:15][C:14]2[CH2:13][CH:12]([C:17]3[CH:22]=[CH:21][C:20]([O:23][CH3:24])=[CH:19][CH:18]=3)[CH:11]3[CH:6]([C:5]=2[CH:4]=1)[CH2:7][CH2:8][CH2:9][CH2:10]3, predict the reactants needed to synthesize it. The reactants are: [CH3:1][O:2][C:3]1[CH:4]=[C:5]2[C:14](=[CH:15][CH:16]=1)[CH2:13][CH:12]([C:17]1[CH:22]=[CH:21][C:20]([O:23][CH3:24])=[CH:19][CH:18]=1)[CH:11]1[CH:6]2[CH2:7][CH2:8][CH2:9][CH2:10]1.[Cl-].[Al+3].[Cl-].[Cl-].[C:29](Cl)(=[O:31])[CH3:30].Cl. (6) Given the product [CH3:1][N:2]1[CH2:6][CH2:5][CH2:4][C@@H:3]1[O:7][C:8](=[O:19])[N:9]([CH3:18])[C:10]1[CH:15]=[CH:14][C:13]([F:16])=[CH:12][C:11]=1[C:23]1[CH:24]=[C:25]([CH3:27])[CH:26]=[C:21]([CH3:20])[CH:22]=1, predict the reactants needed to synthesize it. The reactants are: [CH3:1][N:2]1[CH2:6][CH2:5][CH2:4][C@@H:3]1[O:7][C:8](=[O:19])[N:9]([CH3:18])[C:10]1[CH:15]=[CH:14][C:13]([F:16])=[CH:12][C:11]=1Br.[CH3:20][C:21]1[CH:22]=[C:23](B(O)O)[CH:24]=[C:25]([CH3:27])[CH:26]=1.C(=O)([O-])[O-].[Na+].[Na+].